Dataset: Reaction yield outcomes from USPTO patents with 853,638 reactions. Task: Predict the reaction yield, written as a fraction of the theoretical maximum amount of product (1.0 means a 100% yield; for example, 0.34 means a 34% yield). (1) The reactants are [CH3:1][S:2][CH2:3][CH2:4][CH2:5][CH2:6][O:7][C:8]1[C:17]2[C:16]([NH2:18])=[N:15][S:14](=[O:20])(=[O:19])[NH:13][C:12]=2[CH:11]=[CH:10][CH:9]=1.C1C=C(Cl)C=C(C(OO)=[O:29])C=1. The catalyst is C(Cl)Cl.CC(O)=O. The product is [CH3:1][S:2]([CH2:3][CH2:4][CH2:5][CH2:6][O:7][C:8]1[C:17]2[C:16]([NH2:18])=[N:15][S:14](=[O:19])(=[O:20])[NH:13][C:12]=2[CH:11]=[CH:10][CH:9]=1)=[O:29]. The yield is 0.900. (2) The reactants are [CH3:1][O:2][C:3]1[CH:15]=[CH:14][C:13]2[C:12]3[C:7](=[CH:8][C:9]([O:16][CH3:17])=[CH:10][CH:11]=3)[C:6](=[CH:18][C:19]([NH:21][CH2:22][CH2:23][CH2:24][CH2:25][CH2:26][C:27](O)=[O:28])=[O:20])[C:5]=2[CH:4]=1.Cl.C(N=C=NCCCN(C)C)C.O[C:43]1[C:51]2[N:50]=N[NH:48][C:47]=2[CH:46]=[CH:45][CH:44]=1.C(N(CC)CC)C.C1(N)C=CC=CC=1N. The catalyst is [Cl-].[Na+].O.CN(C=O)C. The product is [CH3:1][O:2][C:3]1[CH:15]=[CH:14][C:13]2[C:12]3[C:7](=[CH:8][C:9]([O:16][CH3:17])=[CH:10][CH:11]=3)[C:6](=[CH:18][C:19]([NH:21][CH2:22][CH2:23][CH2:24][CH2:25][CH2:26][C:27]([NH:48][C:47]3[CH:46]=[CH:45][CH:44]=[CH:43][C:51]=3[NH2:50])=[O:28])=[O:20])[C:5]=2[CH:4]=1. The yield is 0.770. (3) The reactants are [F:1][C:2]([F:19])([F:18])[C:3]1[CH:4]=[C:5]([C:9]2[N:14]=[C:13]([CH:15]=[N:16]O)[CH:12]=[CH:11][CH:10]=2)[CH:6]=[CH:7][CH:8]=1.C(O)(=O)C. The catalyst is C(O)C.[Pd]. The product is [F:18][C:2]([F:1])([F:19])[C:3]1[CH:4]=[C:5]([C:9]2[N:14]=[C:13]([CH2:15][NH2:16])[CH:12]=[CH:11][CH:10]=2)[CH:6]=[CH:7][CH:8]=1. The yield is 0.570. (4) The reactants are C(OC(=O)[NH:7][CH2:8][CH2:9][NH:10][C:11]([C:13]1[CH:14]=[N:15][N:16]2[CH:21]=[C:20]([CH2:22][C:23]3[CH:28]=[CH:27][C:26]([Br:29])=[CH:25][CH:24]=3)[CH:19]=[N:18][C:17]=12)=[O:12])(C)(C)C.C(Cl)Cl.[C:34]([OH:40])([C:36]([F:39])([F:38])[F:37])=[O:35]. No catalyst specified. The product is [F:37][C:36]([F:39])([F:38])[C:34]([O-:40])=[O:35].[Br:29][C:26]1[CH:25]=[CH:24][C:23]([CH2:22][C:20]2[CH:19]=[N:18][C:17]3[N:16]([N:15]=[CH:14][C:13]=3[C:11]([NH:10][CH2:9][CH2:8][NH3+:7])=[O:12])[CH:21]=2)=[CH:28][CH:27]=1. The yield is 0.780. (5) The reactants are CC1(C)[O:7][CH2:6][CH:5]([N:8]2[CH2:17][CH2:16][C:15]3[C:10](=[CH:11][CH:12]=[CH:13][C:14]=3[C:18]3[N:22]=[C:21]([C:23]4[CH:24]=[C:25]5[C:29](=[CH:30][CH:31]=4)[N:28]([CH:32]([CH3:34])[CH3:33])[CH:27]=[CH:26]5)[O:20][N:19]=3)[CH2:9]2)[CH2:4][O:3]1.C(=O)([O-])O.[Na+]. The catalyst is ClCCl.Cl. The product is [CH:32]([N:28]1[C:29]2[C:25](=[CH:24][C:23]([C:21]3[O:20][N:19]=[C:18]([C:14]4[CH:13]=[CH:12][CH:11]=[C:10]5[C:15]=4[CH2:16][CH2:17][N:8]([CH:5]([CH2:6][OH:7])[CH2:4][OH:3])[CH2:9]5)[N:22]=3)=[CH:31][CH:30]=2)[CH:26]=[CH:27]1)([CH3:34])[CH3:33]. The yield is 0.770. (6) The reactants are [N+:1]([C:4]1[CH:17]=[CH:16][C:7]([O:8][CH2:9][C:10]2[CH:15]=[CH:14][CH:13]=[CH:12][N:11]=2)=[CH:6][CH:5]=1)([O-])=O.[NH4+].[Cl-]. The catalyst is C(O)C.O.[Fe]. The product is [NH2:1][C:4]1[CH:17]=[CH:16][C:7]([O:8][CH2:9][C:10]2[CH:15]=[CH:14][CH:13]=[CH:12][N:11]=2)=[CH:6][CH:5]=1. The yield is 0.860. (7) The reactants are [ClH:1].C[O:3][C:4](=O)[CH2:5][C@@H:6]([NH2:10])[CH:7]([CH3:9])[CH3:8].[OH-].[NH4+:13].O. The catalyst is C1(C)C=CC=CC=1. The product is [ClH:1].[NH2:10][C@@H:6]([CH:7]([CH3:9])[CH3:8])[CH2:5][C:4]([NH2:13])=[O:3]. The yield is 0.990.